This data is from Forward reaction prediction with 1.9M reactions from USPTO patents (1976-2016). The task is: Predict the product of the given reaction. (1) The product is: [CH3:13][S:14][C:15]1[C:23]2[C:18](=[CH:19][C:20]([NH:24][C:2](=[O:5])[NH:40][CH:41]3[CH2:45][CH2:44][N:43]([C:46]([O:48][C:49]([CH3:52])([CH3:51])[CH3:50])=[O:47])[CH2:42]3)=[CH:21][CH:22]=2)[N:17]([C:25]2[CH:26]=[CH:27][CH:28]=[CH:29][CH:30]=2)[N:16]=1. Given the reactants Cl[C:2]([O:5]C(=O)OC(Cl)(Cl)Cl)(Cl)Cl.[CH3:13][S:14][C:15]1[C:23]2[C:18](=[CH:19][C:20]([NH2:24])=[CH:21][CH:22]=2)[N:17]([C:25]2[CH:30]=[CH:29][CH:28]=[CH:27][CH:26]=2)[N:16]=1.CCN(C(C)C)C(C)C.[NH2:40][CH:41]1[CH2:45][CH2:44][N:43]([C:46]([O:48][C:49]([CH3:52])([CH3:51])[CH3:50])=[O:47])[CH2:42]1, predict the reaction product. (2) Given the reactants [NH2:1][C:2]1[O:3][CH2:4][C@@:5]2([N:27]=1)[C:18]1[CH:17]=[C:16]([OH:19])[CH:15]=[C:14]([F:20])[C:13]=1[O:12][C:11]1[C:6]2=[CH:7][C:8]([C:21]2[CH:22]=[N:23][CH:24]=[N:25][CH:26]=2)=[CH:9][CH:10]=1.C(=O)([O-])[O-].[Cs+].[Cs+].FC(F)(F)S(O[CH2:40][C:41]([F:44])([CH3:43])[CH3:42])(=O)=O, predict the reaction product. The product is: [F:20][C:14]1[C:13]2[O:12][C:11]3[C:6](=[CH:7][C:8]([C:21]4[CH:22]=[N:23][CH:24]=[N:25][CH:26]=4)=[CH:9][CH:10]=3)[C@@:5]3([CH2:4][O:3][C:2]([NH2:1])=[N:27]3)[C:18]=2[CH:17]=[C:16]([O:19][CH2:40][C:41]([F:44])([CH3:43])[CH3:42])[CH:15]=1. (3) Given the reactants [CH2:1]([O:3][C:4](=[O:34])[CH2:5][C:6]1[CH:7]=[N:8][CH:9]=[C:10]([C:12]2[CH:17]=[CH:16][C:15]([C:18]#[N:19])=[CH:14][C:13]=2[CH2:20][N:21]([CH2:27][C:28]2[CH:33]=[CH:32][CH:31]=[CH:30][CH:29]=2)[C:22]([CH:24]2[CH2:26][CH2:25]2)=[O:23])[CH:11]=1)[CH3:2].C([Sn](=O)CCCC)CCC.[N:45]([Si](C)(C)C)=[N+:46]=[N-:47], predict the reaction product. The product is: [CH2:1]([O:3][C:4](=[O:34])[CH2:5][C:6]1[CH:7]=[N:8][CH:9]=[C:10]([C:12]2[CH:17]=[CH:16][C:15]([C:18]3[N:45]=[N:46][NH:47][N:19]=3)=[CH:14][C:13]=2[CH2:20][N:21]([CH2:27][C:28]2[CH:29]=[CH:30][CH:31]=[CH:32][CH:33]=2)[C:22]([CH:24]2[CH2:26][CH2:25]2)=[O:23])[CH:11]=1)[CH3:2]. (4) Given the reactants [CH3:1][Se:2][C:3]1[C:4](=O)[NH:5][C:6](=[O:47])[N:7]([CH:46]=1)[C@@H:8]1[O:38][C@H:12]([CH2:13][O:14][C:15]([C:32]2[CH:37]=[CH:36][CH:35]=[CH:34][CH:33]=2)([C:26]2[CH:31]=[CH:30][CH:29]=[CH:28][CH:27]=2)[C:16]2[CH:21]=[CH:20][C:19]([O:24][CH3:25])([O:22][CH3:23])[CH2:18][CH:17]=2)[C@@:10]([Si:39]([C:42]([CH3:45])([CH3:44])[CH3:43])([CH3:41])[CH3:40])([OH:11])[CH2:9]1.C([N:52](C(C)C)CC)(C)C.C(C1C=CC(S(Cl)(=O)=O)=C(C(C)C)C=1C(C)C)(C)C.[OH-].[NH4+], predict the reaction product. The product is: [CH3:1][Se:2][C:3]1[C:4]([NH2:52])=[N:5][C:6](=[O:47])[N:7]([CH:46]=1)[C@@H:8]1[O:38][C@H:12]([CH2:13][O:14][C:15]([C:26]2[CH:27]=[CH:28][CH:29]=[CH:30][CH:31]=2)([C:32]2[CH:33]=[CH:34][CH:35]=[CH:36][CH:37]=2)[C:16]2[CH:21]=[CH:20][C:19]([O:22][CH3:23])([O:24][CH3:25])[CH2:18][CH:17]=2)[C@@:10]([Si:39]([C:42]([CH3:43])([CH3:45])[CH3:44])([CH3:40])[CH3:41])([OH:11])[CH2:9]1. (5) Given the reactants [Br:1][C:2]1[CH:6]=[CH:5][N:4]([CH2:7][CH2:8][OH:9])[N:3]=1.[H-].[Na+].I[CH3:13].O, predict the reaction product. The product is: [Br:1][C:2]1[CH:6]=[CH:5][N:4]([CH2:7][CH2:8][O:9][CH3:13])[N:3]=1. (6) Given the reactants [CH2:1]([O:3][C:4](=[O:16])[C:5]1[CH:10]=[CH:9][C:8]([O:11]CC(C)=C)=[CH:7][CH:6]=1)[CH3:2].[OH-].[Na+], predict the reaction product. The product is: [CH2:1]([O:3][C:4](=[O:16])[C:5]1[CH:6]=[CH:7][C:8]([OH:11])=[C:9]([CH2:6][C:5]([CH3:10])=[CH2:4])[CH:10]=1)[CH3:2]. (7) Given the reactants CN(C(ON1N=NC2C=CC=NC1=2)=[N+](C)C)C.F[P-](F)(F)(F)(F)F.[C:25]([O:29][C:30]([N:32]1[CH2:37][CH2:36][C:35]([C:41]#[N:42])([C:38]([OH:40])=O)[CH2:34][CH2:33]1)=[O:31])([CH3:28])([CH3:27])[CH3:26].[NH2:43][CH2:44][C:45]1[CH:46]=[N:47][C:48]([C:51]([F:54])([F:53])[F:52])=[CH:49][CH:50]=1.CCN(C(C)C)C(C)C, predict the reaction product. The product is: [C:41]([C:35]1([C:38](=[O:40])[NH:43][CH2:44][C:45]2[CH:46]=[N:47][C:48]([C:51]([F:54])([F:52])[F:53])=[CH:49][CH:50]=2)[CH2:34][CH2:33][N:32]([C:30]([O:29][C:25]([CH3:26])([CH3:27])[CH3:28])=[O:31])[CH2:37][CH2:36]1)#[N:42].